The task is: Predict the reactants needed to synthesize the given product.. This data is from Full USPTO retrosynthesis dataset with 1.9M reactions from patents (1976-2016). (1) Given the product [C:8]([C@@H:6]([C@H:4]([C:3]([O-:12])=[O:11])[OH:5])[OH:7])([O-:10])=[O:9].[Na+:2].[Na+:2].[OH-:1].[Na+:2], predict the reactants needed to synthesize it. The reactants are: [OH-:1].[Na+:2].[C:3]([OH:12])(=[O:11])[C@@H:4]([C@H:6]([C:8]([OH:10])=[O:9])[OH:7])[OH:5]. (2) Given the product [F:40][C:30]1[C:31]([NH:33][C:34]2[CH:38]=[C:37]([CH3:39])[NH:36][N:35]=2)=[N:32][C:27]([NH:8][C@H:9]([C:11]2[N:16]=[CH:15][C:14]([F:17])=[CH:13][N:12]=2)[CH3:10])=[N:28][C:29]=1[N:41]1[CH2:46][CH2:45][O:44][CH2:43][CH2:42]1, predict the reactants needed to synthesize it. The reactants are: ClC1C(NC2C=C(OC)NN=2)=NC([NH:8][C@H:9]([C:11]2[N:16]=[CH:15][C:14]([F:17])=[CH:13][N:12]=2)[CH3:10])=NC=1.Cl[C:27]1[N:32]=[C:31]([NH:33][C:34]2[CH:38]=[C:37]([CH3:39])[NH:36][N:35]=2)[C:30]([F:40])=[C:29]([N:41]2[CH2:46][CH2:45][O:44][CH2:43][CH2:42]2)[N:28]=1.CCN(C(C)C)C(C)C. (3) Given the product [CH2:10]([O:9][CH:8]([CH3:17])[CH2:7][O:6][CH2:5][CH2:4][NH:1][C:42](=[O:43])[O:44][C:45]([CH3:48])([CH3:47])[CH3:46])[C:11]1[CH:16]=[CH:15][CH:14]=[CH:13][CH:12]=1, predict the reactants needed to synthesize it. The reactants are: [N:1]([CH2:4][CH2:5][O:6][CH2:7][CH:8]([CH3:17])[O:9][CH2:10][C:11]1[CH:16]=[CH:15][CH:14]=[CH:13][CH:12]=1)=[N+]=[N-].C1(P(C2C=CC=CC=2)C2C=CC=CC=2)C=CC=CC=1.O1CCCC1.[C:42](O[C:42]([O:44][C:45]([CH3:48])([CH3:47])[CH3:46])=[O:43])([O:44][C:45]([CH3:48])([CH3:47])[CH3:46])=[O:43]. (4) Given the product [Cl:1][C:2]1[CH:7]=[CH:6][C:5]([OH:8])=[C:4]([I:9])[CH:3]=1, predict the reactants needed to synthesize it. The reactants are: [Cl:1][C:2]1[CH:7]=[CH:6][C:5]([OH:8])=[CH:4][CH:3]=1.[I-:9].[Na+].ClOC(C)(C)C.